This data is from Peptide-MHC class II binding affinity with 134,281 pairs from IEDB. The task is: Regression. Given a peptide amino acid sequence and an MHC pseudo amino acid sequence, predict their binding affinity value. This is MHC class II binding data. (1) The peptide sequence is PICPGYRWMCLRRFI. The MHC is DRB1_1302 with pseudo-sequence DRB1_1302. The binding affinity (normalized) is 0.574. (2) The peptide sequence is AAATAGTTSYGAFAA. The MHC is HLA-DPA10103-DPB10601 with pseudo-sequence HLA-DPA10103-DPB10601. The binding affinity (normalized) is 0. (3) The peptide sequence is CDASILIDPLSNQSA. The MHC is HLA-DPA10301-DPB10402 with pseudo-sequence HLA-DPA10301-DPB10402. The binding affinity (normalized) is 0.158. (4) The peptide sequence is TMFEALPHIIDEVIN. The MHC is H-2-IAb with pseudo-sequence H-2-IAb. The binding affinity (normalized) is 0.286. (5) The peptide sequence is RAQFPRQCATVEALR. The MHC is DRB1_0401 with pseudo-sequence DRB1_0401. The binding affinity (normalized) is 0.531. (6) The peptide sequence is SGVENPGGYCLTKWM. The binding affinity (normalized) is 0. The MHC is H-2-IAb with pseudo-sequence H-2-IAb. (7) The peptide sequence is LQFAKLTGFTLMGKG. The MHC is HLA-DQA10501-DQB10301 with pseudo-sequence HLA-DQA10501-DQB10301. The binding affinity (normalized) is 0.490.